Dataset: Forward reaction prediction with 1.9M reactions from USPTO patents (1976-2016). Task: Predict the product of the given reaction. (1) Given the reactants [CH:1]1([N:4]([CH:32]2[CH2:34][CH2:33]2)[C:5]([C:7]2[N:29]([CH2:30][CH3:31])[C:10]3=[N:11][C:12]([NH:19][C:20]4[CH:24]=[C:23]([C:25](O)=[O:26])[N:22]([CH3:28])[N:21]=4)=[C:13]4[N:17]=[CH:16][N:15]([CH3:18])[C:14]4=[C:9]3[CH:8]=2)=[O:6])[CH2:3][CH2:2]1.[CH3:35][N:36](C(ON1N=NC2C=CC=NC1=2)=[N+](C)C)[CH3:37].F[P-](F)(F)(F)(F)F.CNC.C1COCC1, predict the reaction product. The product is: [CH:32]1([N:4]([CH:1]2[CH2:3][CH2:2]2)[C:5]([C:7]2[N:29]([CH2:30][CH3:31])[C:10]3=[N:11][C:12]([NH:19][C:20]4[CH:24]=[C:23]([C:25](=[O:26])[N:36]([CH3:37])[CH3:35])[N:22]([CH3:28])[N:21]=4)=[C:13]4[N:17]=[CH:16][N:15]([CH3:18])[C:14]4=[C:9]3[CH:8]=2)=[O:6])[CH2:33][CH2:34]1. (2) Given the reactants [CH:1]1([C:4]2[CH:5]=[CH:6][C:7]([NH:14][C:15]3[CH:16]=[C:17]4[C:21](=[CH:22][CH:23]=3)[N:20]([CH2:24][C:25]3[CH:30]=[CH:29][C:28](I)=[CH:27][CH:26]=3)[CH:19]=[CH:18]4)=[C:8]([CH:13]=2)[C:9]([O:11][CH3:12])=[O:10])[CH2:3][CH2:2]1.[NH:32]1[CH2:37][CH2:36][O:35][CH2:34][CH2:33]1.C(=O)([O-])[O-].[Cs+].[Cs+], predict the reaction product. The product is: [CH:1]1([C:4]2[CH:5]=[CH:6][C:7]([NH:14][C:15]3[CH:16]=[C:17]4[C:21](=[CH:22][CH:23]=3)[N:20]([CH2:24][C:25]3[CH:30]=[CH:29][C:28]([N:32]5[CH2:37][CH2:36][O:35][CH2:34][CH2:33]5)=[CH:27][CH:26]=3)[CH:19]=[CH:18]4)=[C:8]([CH:13]=2)[C:9]([O:11][CH3:12])=[O:10])[CH2:3][CH2:2]1. (3) Given the reactants [CH2:1]([O:8][C@H:9]1[CH2:14][C@H:13]([OH:15])[C@@H:12]([C:16]2[N:20]([CH2:21][O:22][CH2:23][CH2:24][O:25][CH3:26])[N:19]=[CH:18][CH:17]=2)[CH2:11][CH2:10]1)[C:2]1[CH:7]=[CH:6][CH:5]=[CH:4][CH:3]=1.[CH2:27]([O:34][C@H]1CC[C@H](O)[C@@H](C2N(COCCOC)N=CC=2)C1)[C:28]1[CH:33]=[CH:32][CH:31]=[CH:30][CH:29]=1.C(N(CC)CC)C.C(Cl)(=O)C1C=CC=CC=1, predict the reaction product. The product is: [C:27]([O:15][C@H:13]1[CH2:14][C@H:9]([O:8][CH2:1][C:2]2[CH:7]=[CH:6][CH:5]=[CH:4][CH:3]=2)[CH2:10][CH2:11][C@@H:12]1[C:16]1[N:20]([CH2:21][O:22][CH2:23][CH2:24][O:25][CH3:26])[N:19]=[CH:18][CH:17]=1)(=[O:34])[C:28]1[CH:33]=[CH:32][CH:31]=[CH:30][CH:29]=1. (4) Given the reactants [NH2:1][C:2]1[N:7]=[C:6]([C@H:8]([OH:10])[CH3:9])[CH:5]=[CH:4][N:3]=1.CC([O-])(C)C.[K+].F[C:18]1[C:23]([C:24]([F:27])([F:26])[F:25])=[CH:22][CH:21]=[CH:20][N:19]=1, predict the reaction product. The product is: [F:25][C:24]([F:27])([F:26])[C:23]1[C:18]([O:10][C@@H:8]([C:6]2[CH:5]=[CH:4][N:3]=[C:2]([NH2:1])[N:7]=2)[CH3:9])=[N:19][CH:20]=[CH:21][CH:22]=1.